From a dataset of NCI-60 drug combinations with 297,098 pairs across 59 cell lines. Regression. Given two drug SMILES strings and cell line genomic features, predict the synergy score measuring deviation from expected non-interaction effect. Drug 1: C1CN1P(=S)(N2CC2)N3CC3. Drug 2: CS(=O)(=O)CCNCC1=CC=C(O1)C2=CC3=C(C=C2)N=CN=C3NC4=CC(=C(C=C4)OCC5=CC(=CC=C5)F)Cl. Cell line: HT29. Synergy scores: CSS=3.62, Synergy_ZIP=-4.96, Synergy_Bliss=-8.73, Synergy_Loewe=-15.4, Synergy_HSA=-10.7.